From a dataset of Peptide-MHC class II binding affinity with 134,281 pairs from IEDB. Regression. Given a peptide amino acid sequence and an MHC pseudo amino acid sequence, predict their binding affinity value. This is MHC class II binding data. (1) The peptide sequence is AGDGDVVAVDIKEKG. The MHC is DRB1_0701 with pseudo-sequence DRB1_0701. The binding affinity (normalized) is 0. (2) The peptide sequence is WNTDIKTLKFDALSG. The MHC is HLA-DQA10201-DQB10301 with pseudo-sequence HLA-DQA10201-DQB10301. The binding affinity (normalized) is 0.299. (3) The peptide sequence is DIHRLEPVKCDTLLC. The binding affinity (normalized) is 0.548. The MHC is DRB5_0101 with pseudo-sequence DRB5_0101. (4) The peptide sequence is RNPRGSYQIAVVGLK. The MHC is HLA-DQA10101-DQB10501 with pseudo-sequence HLA-DQA10101-DQB10501. The binding affinity (normalized) is 0.394.